This data is from Forward reaction prediction with 1.9M reactions from USPTO patents (1976-2016). The task is: Predict the product of the given reaction. (1) Given the reactants C[O:2][C:3](=[O:37])[C@@H:4]([NH:15][C:16]([C:18]1[C:19]([CH3:36])=[N:20][C:21]([NH:25][CH2:26][CH2:27][CH2:28][C:29]2[CH:34]=[CH:33][CH:32]=[C:31]([OH:35])[CH:30]=2)=[N:22][C:23]=1[CH3:24])=[O:17])[CH2:5][NH:6][C:7]([C:9]1[S:10][CH:11]=[C:12]([CH3:14])[CH:13]=1)=[O:8].O.[OH-].[Li+].S([O-])(O)(=O)=O.[K+], predict the reaction product. The product is: [OH:35][C:31]1[CH:30]=[C:29]([CH2:28][CH2:27][CH2:26][NH:25][C:21]2[N:20]=[C:19]([CH3:36])[C:18]([C:16]([NH:15][C@@H:4]([CH2:5][NH:6][C:7]([C:9]3[S:10][CH:11]=[C:12]([CH3:14])[CH:13]=3)=[O:8])[C:3]([OH:37])=[O:2])=[O:17])=[C:23]([CH3:24])[N:22]=2)[CH:34]=[CH:33][CH:32]=1. (2) Given the reactants [CH3:1][C:2]([O:5][C:6]([N:8]1[CH2:13][CH2:12][CH:11]([NH:14][C:15]2[C:20]([C:21]([OH:23])=O)=[CH:19][N:18]=[C:17]3[N:24]([CH2:27][CH3:28])[N:25]=[CH:26][C:16]=23)[CH2:10][CH2:9]1)=[O:7])([CH3:4])[CH3:3].C1C=CC2N(O)N=NC=2C=1.CCN(C(C)C)C(C)C.[CH3:48][C:49]1[CH:54]=[CH:53][C:52]([C@H:55]([NH2:57])[CH3:56])=[CH:51][CH:50]=1, predict the reaction product. The product is: [CH2:27]([N:24]1[C:17]2=[N:18][CH:19]=[C:20]([C:21]([NH:57][C@@H:55]([C:52]3[CH:53]=[CH:54][C:49]([CH3:48])=[CH:50][CH:51]=3)[CH3:56])=[O:23])[C:15]([NH:14][CH:11]3[CH2:12][CH2:13][N:8]([C:6]([O:5][C:2]([CH3:3])([CH3:1])[CH3:4])=[O:7])[CH2:9][CH2:10]3)=[C:16]2[CH:26]=[N:25]1)[CH3:28]. (3) Given the reactants [N+:1]([O-:4])([OH:3])=[O:2].[OH:5][CH2:6][C:7]1[C:12]([OH:13])=[CH:11][CH:10]=[C:9]([CH3:14])[N:8]=1.[NH4+].[OH-], predict the reaction product. The product is: [CH3:14][C:9]1[N:8]=[C:7]([N+:1]([O-:4])=[O:2])[C:12]([OH:13])=[CH:11][CH:10]=1.[OH:5][CH2:6][C:7]1[C:12]([OH:13])=[C:11]([N+:1]([O-:3])=[O:2])[CH:10]=[C:9]([CH3:14])[N:8]=1. (4) Given the reactants Br[C:2]12[CH2:11][CH:6]3[CH2:7][CH:8]([CH2:10][CH:4]([CH2:5]3)[CH2:3]1)[CH2:9]2.[OH:12][C:13]1[CH:18]=[CH:17][CH:16]=[C:15]([OH:19])[CH:14]=1, predict the reaction product. The product is: [C:2]12([C:16]3[CH:17]=[C:18]([C:2]45[CH2:11][CH:6]6[CH2:7][CH:8]([CH2:10][CH:4]([CH2:5]6)[CH2:3]4)[CH2:9]5)[C:13]([OH:12])=[CH:14][C:15]=3[OH:19])[CH2:11][CH:6]3[CH2:7][CH:8]([CH2:10][CH:4]([CH2:5]3)[CH2:3]1)[CH2:9]2. (5) The product is: [Br:8][C:6]1[CH:5]=[CH:4][C:3]2[N:9]=[C:10]([C@@H:11]([NH:16][C:17](=[O:23])[O:18][C:19]([CH3:22])([CH3:21])[CH3:20])[C:12]([CH3:15])([CH3:14])[CH3:13])[NH:1][C:2]=2[CH:7]=1. Given the reactants [NH2:1][C:2]1[CH:7]=[C:6]([Br:8])[CH:5]=[CH:4][C:3]=1[NH:9][C:10](=O)[C@@H:11]([NH:16][C:17](=[O:23])[O:18][C:19]([CH3:22])([CH3:21])[CH3:20])[C:12]([CH3:15])([CH3:14])[CH3:13], predict the reaction product. (6) Given the reactants [F:1][C:2]1[CH:3]=[C:4]([S:8]([N:11]2[CH2:16][CH2:15][CH2:14][CH2:13][C@H:12]2[C:17]([NH:19][C@@H:20]([CH2:24][C:25]2[CH:30]=[CH:29][C:28]([O:31][CH2:32][CH2:33][CH2:34][O:35][CH3:36])=[CH:27][CH:26]=2)[C:21](O)=[O:22])=[O:18])(=[O:10])=[O:9])[CH:5]=[CH:6][CH:7]=1.[CH3:37][NH2:38].C1COCC1.O, predict the reaction product. The product is: [CH3:36][O:35][CH2:34][CH2:33][CH2:32][O:31][C:28]1[CH:27]=[CH:26][C:25]([CH2:24][C@H:20]([NH:19][C:17]([C@@H:12]2[CH2:13][CH2:14][CH2:15][CH2:16][N:11]2[S:8]([C:4]2[CH:5]=[CH:6][CH:7]=[C:2]([F:1])[CH:3]=2)(=[O:10])=[O:9])=[O:18])[C:21](=[O:22])[NH:38][CH3:37])=[CH:30][CH:29]=1. (7) The product is: [NH3:8].[F:32][C:29]([F:30])([F:31])[C:26]1[CH:25]=[CH:24][C:23]([C:18]2[C:17]([C:15]([NH:14][CH:11]3[CH2:10][CH2:9][NH:8][CH2:13][CH2:12]3)=[O:16])=[CH:22][CH:21]=[CH:20][CH:19]=2)=[CH:28][CH:27]=1. Given the reactants C([N:8]1[CH2:13][CH2:12][CH:11]([NH:14][C:15]([C:17]2[C:18]([C:23]3[CH:28]=[CH:27][C:26]([C:29]([F:32])([F:31])[F:30])=[CH:25][CH:24]=3)=[CH:19][CH:20]=[CH:21][CH:22]=2)=[O:16])[CH2:10][CH2:9]1)C1C=CC=CC=1, predict the reaction product.